This data is from Catalyst prediction with 721,799 reactions and 888 catalyst types from USPTO. The task is: Predict which catalyst facilitates the given reaction. (1) Reactant: [F:1][C:2]1[CH:7]=[CH:6][C:5]([C:8](=[O:23])[CH2:9][N:10]2[CH2:15][CH2:14][N:13](C(OC(C)(C)C)=O)[CH2:12][CH2:11]2)=[CH:4][CH:3]=1. Product: [F:1][C:2]1[CH:7]=[CH:6][C:5]([C:8](=[O:23])[CH2:9][N:10]2[CH2:11][CH2:12][NH:13][CH2:14][CH2:15]2)=[CH:4][CH:3]=1. The catalyst class is: 89. (2) Reactant: [NH2:1][C:2]1[CH:3]=[C:4]2[C:8](=[CH:9][CH:10]=1)[N:7]([CH2:11][CH3:12])[C:6](=[O:13])[CH2:5]2.[C:14]([O:18][C:19](=[O:25])[NH:20][CH2:21][C@H:22]1[CH2:24][O:23]1)([CH3:17])([CH3:16])[CH3:15].FC(F)(F)S([O-])(=O)=O.[Li+]. Product: [C:14]([O:18][C:19](=[O:25])[NH:20][CH2:21][C@H:22]([OH:23])[CH2:24][NH:1][C:2]1[CH:3]=[C:4]2[C:8](=[CH:9][CH:10]=1)[N:7]([CH2:11][CH3:12])[C:6](=[O:13])[CH2:5]2)([CH3:16])([CH3:15])[CH3:17]. The catalyst class is: 115. (3) Reactant: Br[C:2]1[CH:3]=[C:4]([CH3:10])[C:5]([O:8][CH3:9])=[N:6][CH:7]=1.[C:11]([Cu])#[N:12]. Product: [C:11]([C:2]1[CH:3]=[C:4]([CH3:10])[C:5]([O:8][CH3:9])=[N:6][CH:7]=1)#[N:12]. The catalyst class is: 31. (4) Reactant: Cl[CH2:2][C:3]([N:5]1[C:13]2[C:8](=[CH:9][CH:10]=[C:11]([N:14]3[C:18](=[O:19])[C:17]([CH3:21])([CH3:20])[N:16]([CH2:22][C:23]4[CH:28]=[CH:27][N:26]=[C:25]([Cl:29])[CH:24]=4)[C:15]3=[O:30])[CH:12]=2)[C:7]([CH3:32])([CH3:31])[CH2:6]1)=[O:4].[CH3:33][NH:34][CH3:35]. Product: [Cl:29][C:25]1[CH:24]=[C:23]([CH2:22][N:16]2[C:17]([CH3:21])([CH3:20])[C:18](=[O:19])[N:14]([C:11]3[CH:12]=[C:13]4[C:8]([C:7]([CH3:31])([CH3:32])[CH2:6][N:5]4[C:3](=[O:4])[CH2:2][N:34]([CH3:35])[CH3:33])=[CH:9][CH:10]=3)[C:15]2=[O:30])[CH:28]=[CH:27][N:26]=1. The catalyst class is: 7.